Dataset: Full USPTO retrosynthesis dataset with 1.9M reactions from patents (1976-2016). Task: Predict the reactants needed to synthesize the given product. (1) Given the product [CH2:3]([O:7][C:9]1[CH:14]=[C:13]([O:15][CH2:16][C:17]([CH3:21])([CH3:20])[CH2:18][Cl:19])[N:12]=[CH:11][N:10]=1)[C:4]#[C:5][CH3:6], predict the reactants needed to synthesize it. The reactants are: [H-].[Na+].[CH2:3]([OH:7])[C:4]#[C:5][CH3:6].Cl[C:9]1[CH:14]=[C:13]([O:15][CH2:16][C:17]([CH3:21])([CH3:20])[CH2:18][Cl:19])[N:12]=[CH:11][N:10]=1.[Cl-].[NH4+]. (2) Given the product [F:1][C:2]1[CH:11]=[C:10]([CH2:12][OH:13])[CH:9]=[CH:8][C:3]=1[C:4]([NH:6][CH3:7])=[O:5], predict the reactants needed to synthesize it. The reactants are: [F:1][C:2]1[CH:11]=[C:10]([CH:12]=[O:13])[CH:9]=[CH:8][C:3]=1[C:4]([NH:6][CH3:7])=[O:5].[BH4-].[Na+].[Cl-].[NH4+]. (3) The reactants are: C[Si]([N-][Si](C)(C)C)(C)C.[Na+].[CH2:11]([C:13]1[CH:18]=[C:17]([C:19]2[CH:20]=[N:21][NH:22][CH:23]=2)[CH:16]=[CH:15][C:14]=1[N:24]([CH3:35])[C:25]1[N:30]=[CH:29][C:28]2[N:31]=[CH:32][N:33]([CH3:34])[C:27]=2[CH:26]=1)[CH3:12].Br[CH2:37][C:38]([NH2:40])=[O:39]. Given the product [CH2:11]([C:13]1[CH:18]=[C:17]([C:19]2[CH:23]=[N:22][N:21]([CH2:37][C:38]([NH2:40])=[O:39])[CH:20]=2)[CH:16]=[CH:15][C:14]=1[N:24]([CH3:35])[C:25]1[N:30]=[CH:29][C:28]2[N:31]=[CH:32][N:33]([CH3:34])[C:27]=2[CH:26]=1)[CH3:12], predict the reactants needed to synthesize it. (4) Given the product [CH:11]([C:10]1[C:9]2[C:4](=[CH:5][CH:6]=[CH:7][CH:8]=2)[NH:3][C:2]=1[C:18]1[CH:19]=[CH:20][C:15]([C:13]#[N:14])=[CH:16][CH:17]=1)=[O:12], predict the reactants needed to synthesize it. The reactants are: Br[C:2]1[NH:3][C:4]2[C:9]([C:10]=1[CH:11]=[O:12])=[CH:8][CH:7]=[CH:6][CH:5]=2.[C:13]([C:15]1[CH:20]=[CH:19][C:18](B(O)O)=[CH:17][CH:16]=1)#[N:14]. (5) Given the product [CH3:31][O:30][C:25]1[CH:26]=[CH:27][CH:28]=[CH:29][C:24]=1[CH2:23][O:22][CH2:21][CH2:20][CH2:19][O:18][C:15]1[CH:14]=[CH:13][C:12]([CH:11]2[CH2:10][CH2:9][N:8]([C:32]([O:34][C:35]([CH3:37])([CH3:38])[CH3:36])=[O:33])[CH2:7][CH:6]2[O:5][CH2:4][C:1](=[O:2])[NH:39][C:40]2[CH:45]=[CH:44][CH:43]=[CH:42][CH:41]=2)=[CH:17][CH:16]=1, predict the reactants needed to synthesize it. The reactants are: [C:1]([CH2:4][O:5][CH:6]1[CH:11]([C:12]2[CH:17]=[CH:16][C:15]([O:18][CH2:19][CH2:20][CH2:21][O:22][CH2:23][C:24]3[CH:29]=[CH:28][CH:27]=[CH:26][C:25]=3[O:30][CH3:31])=[CH:14][CH:13]=2)[CH2:10][CH2:9][N:8]([C:32]([O:34][C:35]([CH3:38])([CH3:37])[CH3:36])=[O:33])[CH2:7]1)(O)=[O:2].[NH2:39][C:40]1[CH:45]=[CH:44][CH:43]=[CH:42][CH:41]=1.